This data is from Reaction yield outcomes from USPTO patents with 853,638 reactions. The task is: Predict the reaction yield, written as a fraction of the theoretical maximum amount of product (1.0 means a 100% yield; for example, 0.34 means a 34% yield). (1) The yield is 0.660. The catalyst is CS(C)=O.O. The reactants are [NH2:1][C:2]1[C:3]([F:10])=[CH:4][C:5]([F:9])=[C:6]([OH:8])[CH:7]=1.CC(C)([O-])C.[K+].[Cl:17][C:18]1[CH:19]=[N:20][CH:21]=[C:22](Cl)[CH:23]=1.C(=O)([O-])[O-].[K+].[K+]. The product is [Cl:17][C:18]1[CH:23]=[C:22]([O:8][C:6]2[C:5]([F:9])=[CH:4][C:3]([F:10])=[C:2]([NH2:1])[CH:7]=2)[CH:21]=[N:20][CH:19]=1. (2) The reactants are [CH:1]([O:4][C:5]1[CH:10]=[CH:9][C:8](B(O)O)=[CH:7][CH:6]=1)([CH3:3])[CH3:2].Br[C:15]1[C:20](=[O:21])[N:19]([CH2:22][C:23]2[CH:28]=[CH:27][C:26]([C:29]3[C:30]([C:35]#[N:36])=[CH:31][CH:32]=[CH:33][CH:34]=3)=[CH:25][CH:24]=2)[C:18]([CH2:37][CH2:38][CH3:39])=[N:17][C:16]=1[CH2:40][CH3:41]. The catalyst is O1CCOCC1.C(=O)([O-])[O-].[Cs+].[Cs+].C(OCC)(=O)C.C1C=CC(P(C2C=CC=CC=2)[C-]2C=CC=C2)=CC=1.C1C=CC(P(C2C=CC=CC=2)[C-]2C=CC=C2)=CC=1.Cl[Pd]Cl.[Fe+2]. The product is [CH2:40]([C:16]1[N:17]=[C:18]([CH2:37][CH2:38][CH3:39])[N:19]([CH2:22][C:23]2[CH:28]=[CH:27][C:26]([C:29]3[C:30]([C:35]#[N:36])=[CH:31][CH:32]=[CH:33][CH:34]=3)=[CH:25][CH:24]=2)[C:20](=[O:21])[C:15]=1[C:8]1[CH:9]=[CH:10][C:5]([O:4][CH:1]([CH3:3])[CH3:2])=[CH:6][CH:7]=1)[CH3:41]. The yield is 0.890. (3) The catalyst is CN(C)C=O. The product is [CH3:42][O:41][C:39](=[O:40])[CH2:38][O:32][C:30]1[CH:29]=[CH:28][C:19]2[O:20][CH2:21][C:22]3[N:27]=[CH:26][CH:25]=[CH:24][C:23]=3[C:17](=[CH:16][CH2:15][CH2:14][N:11]3[CH2:12][CH2:13][C:8]([C:5]4[CH:6]=[CH:7][C:2]([Cl:1])=[CH:3][CH:4]=4)([OH:34])[CH:9]([CH3:33])[CH2:10]3)[C:18]=2[CH:31]=1. The yield is 0.500. The reactants are [Cl:1][C:2]1[CH:7]=[CH:6][C:5]([C:8]2([OH:34])[CH2:13][CH2:12][N:11]([CH2:14][CH2:15][CH:16]=[C:17]3[C:23]4[CH:24]=[CH:25][CH:26]=[N:27][C:22]=4[CH2:21][O:20][C:19]4[CH:28]=[CH:29][C:30]([OH:32])=[CH:31][C:18]3=4)[CH2:10][CH:9]2[CH3:33])=[CH:4][CH:3]=1.[H-].[Na+].Br[CH2:38][C:39]([O:41][CH3:42])=[O:40]. (4) The reactants are N1C=CN=C1.[OH:6][CH2:7][C@@H:8]([NH:15][C:16](=[O:25])[O:17][CH2:18][C:19]1[CH:24]=[CH:23][CH:22]=[CH:21][CH:20]=1)[C:9]([N:11]([O:13][CH3:14])[CH3:12])=[O:10].[Si:26](Cl)([C:29]([CH3:32])([CH3:31])[CH3:30])([CH3:28])[CH3:27]. The catalyst is CN(C=O)C. The product is [CH3:12][N:11]([C:9](=[O:10])[C@H:8]([NH:15][C:16](=[O:25])[O:17][CH2:18][C:19]1[CH:20]=[CH:21][CH:22]=[CH:23][CH:24]=1)[CH2:7][O:6][Si:26]([CH3:28])([CH3:27])[C:29]([CH3:32])([CH3:31])[CH3:30])[O:13][CH3:14]. The yield is 0.740. (5) The reactants are [CH3:1][O:2][C:3](=[O:15])[CH2:4][C:5]1[C:13]2[C:8](=[CH:9][CH:10]=[C:11]([OH:14])[CH:12]=2)[NH:7][CH:6]=1.I[CH2:17][CH2:18][CH3:19].C(=O)([O-])[O-].[K+].[K+].C(=O)(O)[O-].[Na+]. The product is [CH3:1][O:2][C:3](=[O:15])[CH2:4][C:5]1[C:13]2[C:8](=[CH:9][CH:10]=[C:11]([O:14][CH2:17][CH2:18][CH3:19])[CH:12]=2)[NH:7][CH:6]=1. The catalyst is CN(C)C=O. The yield is 0.601. (6) The reactants are [Br:1][C:2]1[CH:3]=[CH:4][C:5]([CH2:8]O)=[N:6][CH:7]=1.S(Cl)([Cl:12])=O. The catalyst is C1(C)C=CC=CC=1. The product is [ClH:12].[Br:1][C:2]1[CH:3]=[CH:4][C:5]([CH2:8][Cl:12])=[N:6][CH:7]=1. The yield is 0.692. (7) The reactants are [C:1](O[K])(C)(C)[CH3:2].[C:7]([N:14]1[CH2:19][CH2:18][C:17](=[O:20])[CH2:16][CH2:15]1)([O:9][C:10]([CH3:13])([CH3:12])[CH3:11])=[O:8].[I-].ClCC[S+](C)C.O. The catalyst is CC(O)(C)C. The product is [C:10]([O:9][C:7]([N:14]1[CH2:19][CH2:18][C:17](=[O:20])[C:16]2([CH2:2][CH2:1]2)[CH2:15]1)=[O:8])([CH3:13])([CH3:12])[CH3:11]. The yield is 0.400. (8) The reactants are [CH:1]1([C:4]2[CH:10]=[CH:9][CH:8]=[C:7]([CH3:11])[C:5]=2[O-:6])[CH2:3][CH2:2]1.[Na+].CC(O)CCCCCC.[OH:22][C:23]1[CH:28]=[C:27]([Cl:29])[N:26]=[N:25][C:24]=1Cl.C1(C2C=CC=C(C)C=2O)CC1. The catalyst is C1(C)C=CC=CC=1.O. The product is [Cl:29][C:27]1[N:26]=[N:25][C:24]([O:6][C:5]2[C:7]([CH3:11])=[CH:8][CH:9]=[CH:10][C:4]=2[CH:1]2[CH2:3][CH2:2]2)=[C:23]([OH:22])[CH:28]=1. The yield is 0.752.